This data is from Reaction yield outcomes from USPTO patents with 853,638 reactions. The task is: Predict the reaction yield, written as a fraction of the theoretical maximum amount of product (1.0 means a 100% yield; for example, 0.34 means a 34% yield). (1) The reactants are [CH2:1]([C:3]1[C:11]2[O:10][CH2:9][CH:8]([C:12]3[CH:17]=[CH:16][C:15]([CH:18]([CH3:20])[CH3:19])=[CH:14][CH:13]=3)[C:7]=2[C:6]([CH3:21])=[C:5]([NH:22][C:23](=[O:30])OCC(Cl)(Cl)Cl)[C:4]=1[CH3:31])[CH3:2].[NH2:32][CH2:33][CH2:34][OH:35]. The catalyst is CCCCCC.C(OCC)(=O)C. The product is [CH2:1]([C:3]1[C:11]2[O:10][CH2:9][CH:8]([C:12]3[CH:17]=[CH:16][C:15]([CH:18]([CH3:20])[CH3:19])=[CH:14][CH:13]=3)[C:7]=2[C:6]([CH3:21])=[C:5]([NH:22][C:23]([NH:32][CH2:33][CH2:34][OH:35])=[O:30])[C:4]=1[CH3:31])[CH3:2]. The yield is 0.570. (2) The reactants are [CH2:1]([O:8][C:9]1[CH:16]=[CH:15][C:12]([CH:13]=[O:14])=[C:11]([OH:17])[CH:10]=1)[C:2]1[CH:7]=[CH:6][CH:5]=[CH:4][CH:3]=1.[C:18](=O)([O-])[O-].[K+].[K+].CI. The catalyst is C(#N)C. The product is [CH2:1]([O:8][C:9]1[CH:16]=[CH:15][C:12]([CH:13]=[O:14])=[C:11]([O:17][CH3:18])[CH:10]=1)[C:2]1[CH:3]=[CH:4][CH:5]=[CH:6][CH:7]=1. The yield is 1.00. (3) The reactants are [Br:1][C:2]1[CH:3]=[C:4]([S:8](Cl)(=[O:10])=[O:9])[CH:5]=[CH:6][CH:7]=1.[CH3:12][C@@H:13]1[NH:18][CH2:17][CH2:16][N:15]([C:19]([O:21][C:22]([CH3:25])([CH3:24])[CH3:23])=[O:20])[CH2:14]1.C(N(C(C)C)CC)(C)C.BrC1C=CC=CC=1S(Cl)(=O)=O.C([O-])(O)=O.[Na+]. The catalyst is C(Cl)Cl. The product is [Br:1][C:2]1[CH:3]=[C:4]([S:8]([N:18]2[CH2:17][CH2:16][N:15]([C:19]([O:21][C:22]([CH3:25])([CH3:24])[CH3:23])=[O:20])[CH2:14][C@@H:13]2[CH3:12])(=[O:10])=[O:9])[CH:5]=[CH:6][CH:7]=1. The yield is 0.550. (4) The reactants are [Br:1][C:2]1[CH:3]=[C:4]2[C:9](=[CH:10][CH:11]=1)[CH:8]=[C:7]([OH:12])[CH:6]=[CH:5]2.[CH:13]1([CH:18](O)[CH3:19])[CH2:17][CH2:16][CH2:15][CH2:14]1.C1(P(C2C=CC=CC=2)C2C=CC=CC=2)C=CC=CC=1.N(C(OC(C)C)=O)=NC(OC(C)C)=O. The catalyst is C1COCC1. The product is [Br:1][C:2]1[CH:11]=[CH:10][C:9]2[C:4](=[CH:5][CH:6]=[C:7]([O:12][CH2:19][CH2:18][CH:13]3[CH2:17][CH2:16][CH2:15][CH2:14]3)[CH:8]=2)[CH:3]=1. The yield is 0.910. (5) The yield is 0.576. The reactants are [CH3:1][C:2]1[C:6]2[C:7](=[O:20])[N:8]([CH2:12][CH2:13][N:14]3[CH2:19][CH2:18][CH2:17][CH2:16][CH2:15]3)[CH2:9][CH2:10][CH2:11][C:5]=2[NH:4][C:3]=1[CH:21]=O.[Br:23][C:24]1[CH:25]=[C:26]2[C:30](=[CH:31][CH:32]=1)[NH:29][C:28](=[O:33])[CH2:27]2. No catalyst specified. The product is [Br:23][C:24]1[CH:25]=[C:26]2[C:30](=[CH:31][CH:32]=1)[NH:29][C:28](=[O:33])[C:27]2=[CH:21][C:3]1[NH:4][C:5]2[CH2:11][CH2:10][CH2:9][N:8]([CH2:12][CH2:13][N:14]3[CH2:19][CH2:18][CH2:17][CH2:16][CH2:15]3)[C:7](=[O:20])[C:6]=2[C:2]=1[CH3:1]. (6) The reactants are [CH:1]1([N:4]([CH:32]2[CH2:34][CH2:33]2)[C:5]([C:7]2[N:29]([CH2:30][CH3:31])[C:10]3=[N:11][C:12]([NH:19][C:20]4[S:21][C:22]([CH3:28])=[C:23]([C:25](O)=[O:26])[N:24]=4)=[C:13]4[N:17]=[CH:16][N:15]([CH3:18])[C:14]4=[C:9]3[CH:8]=2)=[O:6])[CH2:3][CH2:2]1.[CH3:35][NH:36][CH3:37].CN(C(ON1N=NC2C=CC=NC1=2)=[N+](C)C)C.F[P-](F)(F)(F)(F)F. The catalyst is CN(C=O)C. The product is [CH:1]1([N:4]([CH:32]2[CH2:33][CH2:34]2)[C:5]([C:7]2[N:29]([CH2:30][CH3:31])[C:10]3=[N:11][C:12]([NH:19][C:20]4[S:21][C:22]([CH3:28])=[C:23]([C:25]([N:36]([CH3:37])[CH3:35])=[O:26])[N:24]=4)=[C:13]4[N:17]=[CH:16][N:15]([CH3:18])[C:14]4=[C:9]3[CH:8]=2)=[O:6])[CH2:3][CH2:2]1. The yield is 0.625. (7) The reactants are C(OC([N:8]1[CH2:13][CH:12]=[C:11]([C:14]2[N:15]=[N:16][C:17]([CH2:22][C:23]3[CH:28]=[CH:27][CH:26]=[CH:25][CH:24]=3)=[C:18]([CH3:21])[C:19]=2[CH3:20])[CH2:10][CH2:9]1)=O)(C)(C)C.C(O)(C(F)(F)F)=O. The catalyst is C(Cl)Cl. The product is [CH2:22]([C:17]1[N:16]=[N:15][C:14]([C:11]2[CH2:12][CH2:13][NH:8][CH2:9][CH:10]=2)=[C:19]([CH3:20])[C:18]=1[CH3:21])[C:23]1[CH:28]=[CH:27][CH:26]=[CH:25][CH:24]=1. The yield is 1.00.